From a dataset of Catalyst prediction with 721,799 reactions and 888 catalyst types from USPTO. Predict which catalyst facilitates the given reaction. (1) Reactant: NC1C(Cl)=C(C([C:11]2[C:19]3[C:14](=[N:15][CH:16]=[C:17]([C:20]4C=NN(C)[CH:24]=4)[CH:18]=3)[NH:13][CH:12]=2)=O)C(F)=CC=1.C(=O)([O-])[O-].[K+].[K+]. Product: [C:20]([C:17]1[CH:18]=[C:19]2[CH:11]=[CH:12][NH:13][C:14]2=[N:15][CH:16]=1)#[CH:24]. The catalyst class is: 5. (2) Reactant: [CH3:1][CH2:2][CH2:3][CH2:4][C:5]([O:7][C@@H:8]1[C@@:12]2([CH3:32])[CH2:13][CH2:14][C@@H:15]3[C:20]4[CH:21]=[CH:22][C:23]([O:25]C(CCCC)=O)=[CH:24][C:19]=4[CH2:18][CH2:17][C@H:16]3[C@@H:11]2[CH2:10][CH2:9]1)=[O:6].CO.[BH4-].[Na+]. Product: [CH3:1][CH2:2][CH2:3][CH2:4][C:5]([O:7][C@@H:8]1[C@@:12]2([CH3:32])[CH2:13][CH2:14][C@@H:15]3[C:20]4[CH:21]=[CH:22][C:23]([OH:25])=[CH:24][C:19]=4[CH2:18][CH2:17][C@H:16]3[C@@H:11]2[CH2:10][CH2:9]1)=[O:6]. The catalyst class is: 6. (3) Reactant: [CH2:1]([C:5]1[CH:11]=[CH:10][C:8]([NH2:9])=[C:7]([CH3:12])[CH:6]=1)[CH2:2][CH2:3][CH3:4].[Al+3].[Cl-].[Cl-].[Cl-].[CH3:17][C:18]1[CH:23]=[CH:22][CH:21]=[C:20]([CH3:24])[C:19]=1[C:25]1O[C:27]([C:30]2[CH:35]=[CH:34][CH:33]=[CH:32][CH:31]=2)=[N:28][N:29]=1.Cl. Product: [CH2:1]([C:5]1[CH:11]=[CH:10][C:8]([N:9]2[C:27]([C:30]3[CH:35]=[CH:34][CH:33]=[CH:32][CH:31]=3)=[N:28][N:29]=[C:25]2[C:19]2[C:20]([CH3:24])=[CH:21][CH:22]=[CH:23][C:18]=2[CH3:17])=[C:7]([CH3:12])[CH:6]=1)[CH2:2][CH2:3][CH3:4]. The catalyst class is: 60. (4) Reactant: C(=O)([S:3][CH2:4][CH2:5][CH2:6][CH2:7][CH2:8][CH2:9][CH2:10][CH2:11][CH2:12][CH2:13][CH2:14][O:15][CH2:16][CH2:17][O:18][CH2:19][CH2:20][O:21][CH2:22][CH2:23][O:24][C:25]1[CH:30]=[CH:29][C:28]([OH:31])=[CH:27][CH:26]=1)C.C(O)(=O)C.NN. Product: [SH:3][CH2:4][CH2:5][CH2:6][CH2:7][CH2:8][CH2:9][CH2:10][CH2:11][CH2:12][CH2:13][CH2:14][O:15][CH2:16][CH2:17][O:18][CH2:19][CH2:20][O:21][CH2:22][CH2:23][O:24][C:25]1[CH:30]=[CH:29][C:28]([OH:31])=[CH:27][CH:26]=1. The catalyst class is: 5. (5) Reactant: [NH:1]1[CH2:5][CH2:4][NH:3][C:2]1=[O:6].[H-].[Na+].Br[CH2:10][CH2:11][O:12][CH2:13][C:14]1[CH:19]=[CH:18][CH:17]=[CH:16][CH:15]=1. Product: [CH2:13]([O:12][CH2:11][CH2:10][N:1]1[CH2:5][CH2:4][NH:3][C:2]1=[O:6])[C:14]1[CH:19]=[CH:18][CH:17]=[CH:16][CH:15]=1. The catalyst class is: 18. (6) Reactant: [C:1]([O:5][C:6]([N:8]1[CH2:13][CH:12]=[C:11]([C:14]2[CH:19]=[CH:18][CH:17]=[C:16]([N+:20]([O-:22])=[O:21])[CH:15]=2)[CH2:10][CH2:9]1)=[O:7])([CH3:4])([CH3:3])[CH3:2].C1C=C(Cl)C=C(C(OO)=[O:31])C=1. Product: [C:1]([O:5][C:6]([N:8]1[CH2:9][CH2:10][C:11]2([C:14]3[CH:19]=[CH:18][CH:17]=[C:16]([N+:20]([O-:22])=[O:21])[CH:15]=3)[CH:12]([O:31]2)[CH2:13]1)=[O:7])([CH3:4])([CH3:2])[CH3:3]. The catalyst class is: 4.